Task: Predict the reactants needed to synthesize the given product.. Dataset: Full USPTO retrosynthesis dataset with 1.9M reactions from patents (1976-2016) (1) Given the product [CH3:29][C:25]1[N:24]=[C:23]([N:7]2[CH2:8][CH:4]3[CH:5]([CH2:1][N:2]([C:9]([C:11]4[CH:16]=[CH:15][CH:14]=[CH:13][C:12]=4[C:17]4[S:18][CH:19]=[CH:20][CH:21]=4)=[O:10])[CH2:3]3)[CH2:6]2)[CH:28]=[CH:27][CH:26]=1, predict the reactants needed to synthesize it. The reactants are: [CH2:1]1[CH:5]2[CH2:6][NH:7][CH2:8][CH:4]2[CH2:3][N:2]1[C:9]([C:11]1[CH:16]=[CH:15][CH:14]=[CH:13][C:12]=1[C:17]1[S:18][CH:19]=[CH:20][CH:21]=1)=[O:10].Cl[C:23]1[CH:28]=[CH:27][CH:26]=[C:25]([CH3:29])[N:24]=1. (2) Given the product [CH3:6][NH:3][CH2:4][CH:5]([OH:20])[C:10]1[CH:11]=[CH:12][C:49]([OH:44])=[C:48]([O:47][CH3:46])[CH:9]=1, predict the reactants needed to synthesize it. The reactants are: C([N:3]([CH2:6]C)[CH2:4][CH3:5])C.N1[CH2:12][CH2:11][CH2:10][CH2:9]1.CN(C([O:20]N1N=NC2C=CC=CC1=2)=[N+](C)C)C.[B-](F)(F)(F)F.CCN(C(C)C)C(C)C.[O:44]1[CH2:49][CH2:48][O:47][CH2:46]C1.